This data is from Reaction yield outcomes from USPTO patents with 853,638 reactions. The task is: Predict the reaction yield, written as a fraction of the theoretical maximum amount of product (1.0 means a 100% yield; for example, 0.34 means a 34% yield). (1) The reactants are O[C@@H:2]1[CH2:6][CH2:5][N:4]([C:7]([O:9][C:10]([CH3:13])([CH3:12])[CH3:11])=[O:8])[CH:3]1[C:14]([O:16][CH3:17])=[O:15].ClCCl.CCN(S(F)(F)[F:27])CC. No catalyst specified. The product is [F:27][C@H:2]1[CH2:6][CH2:5][N:4]([C:7]([O:9][C:10]([CH3:13])([CH3:12])[CH3:11])=[O:8])[CH:3]1[C:14]([O:16][CH3:17])=[O:15]. The yield is 0.550. (2) The product is [C:1]([O:5][C:6](=[O:14])[NH:7][C@@H:8]([CH3:13])[CH2:9][NH:11][CH3:12])([CH3:4])([CH3:3])[CH3:2]. The reactants are [C:1]([O:5][C:6](=[O:14])[NH:7][C@@H:8]([CH3:13])[C:9]([NH:11][CH3:12])=O)([CH3:4])([CH3:3])[CH3:2].Cl.O.[OH-].[K+]. The catalyst is O1CCCC1. The yield is 0.790. (3) The reactants are C[O-].[Na+].CO[C:6](=[O:15])[C:7]1[CH:12]=[C:11]([I:13])[CH:10]=[N:9][C:8]=1Cl.[C:16]([O:20][CH3:21])(=[O:19])[CH2:17][SH:18].O. The catalyst is CN(C=O)C. The product is [CH3:21][O:20][C:16]([C:17]1[S:18][C:8]2=[N:9][CH:10]=[C:11]([I:13])[CH:12]=[C:7]2[C:6]=1[OH:15])=[O:19]. The yield is 0.280.